This data is from Peptide-MHC class I binding affinity with 185,985 pairs from IEDB/IMGT. The task is: Regression. Given a peptide amino acid sequence and an MHC pseudo amino acid sequence, predict their binding affinity value. This is MHC class I binding data. (1) The peptide sequence is ITWETPMIW. The MHC is HLA-A31:01 with pseudo-sequence HLA-A31:01. The binding affinity (normalized) is 0.0847. (2) The peptide sequence is GDLRQRLLR. The MHC is Mamu-B03 with pseudo-sequence Mamu-B03. The binding affinity (normalized) is 0. (3) The peptide sequence is HSNIEEVAL. The MHC is HLA-B08:01 with pseudo-sequence HLA-B08:01. The binding affinity (normalized) is 0. (4) The peptide sequence is QLLPFMSD. The MHC is H-2-Db with pseudo-sequence H-2-Db. The binding affinity (normalized) is 0. (5) The peptide sequence is SSNPTIEEGR. The MHC is HLA-B07:02 with pseudo-sequence HLA-B07:02. The binding affinity (normalized) is 0.